From a dataset of Reaction yield outcomes from USPTO patents with 853,638 reactions. Predict the reaction yield, written as a fraction of the theoretical maximum amount of product (1.0 means a 100% yield; for example, 0.34 means a 34% yield). (1) The reactants are [Br:1][C:2]1[CH:7]=[CH:6][C:5]([CH:8]2[C:13]3[N:14]=[C:15]([Cl:19])[N:16]=[C:17](Cl)[C:12]=3[CH2:11][O:10][CH2:9]2)=[CH:4][CH:3]=1.Cl.[CH3:21][NH2:22]. No catalyst specified. The product is [Br:1][C:2]1[CH:7]=[CH:6][C:5]([CH:8]2[C:13]3[N:14]=[C:15]([Cl:19])[N:16]=[C:17]([NH:22][CH3:21])[C:12]=3[CH2:11][O:10][CH2:9]2)=[CH:4][CH:3]=1. The yield is 0.426. (2) The reactants are [Br:1][CH2:2][C:3]1[C:12]2[C:7](=[CH:8][CH:9]=[CH:10][CH:11]=2)[C:6]([C:13]#N)=[CH:5][CH:4]=1.CC(C[AlH]CC(C)C)C.Cl.[OH2:25]. The catalyst is C1(C)C=CC=CC=1. The product is [Br:1][CH2:2][C:3]1[C:12]2[C:7](=[CH:8][CH:9]=[CH:10][CH:11]=2)[C:6]([CH:13]=[O:25])=[CH:5][CH:4]=1. The yield is 0.880. (3) The reactants are [Cl:1][C:2]1[CH:3]=[C:4]([NH:10][C:11]2[CH:16]=[CH:15][C:14]([CH:17]3[CH2:22][CH2:21][NH:20][CH2:19][CH2:18]3)=[CH:13][N:12]=2)[C:5](=[O:9])[N:6]([CH3:8])[N:7]=1.[CH3:23][C:24]([CH3:26])=O.C([BH3-])#N.[Na+].C(O)(=O)C. The catalyst is CO.C1COCC1. The product is [Cl:1][C:2]1[CH:3]=[C:4]([NH:10][C:11]2[CH:16]=[CH:15][C:14]([CH:17]3[CH2:22][CH2:21][N:20]([CH:24]([CH3:26])[CH3:23])[CH2:19][CH2:18]3)=[CH:13][N:12]=2)[C:5](=[O:9])[N:6]([CH3:8])[N:7]=1. The yield is 0.970. (4) The reactants are Br[C:2]1[CH:8]=[C:7]([CH3:9])[CH:6]=[CH:5][C:3]=1[NH2:4].[B:10]1([B:10]2[O:14][C:13]([CH3:16])([CH3:15])[C:12]([CH3:18])([CH3:17])[O:11]2)[O:14][C:13]([CH3:16])([CH3:15])[C:12]([CH3:18])([CH3:17])[O:11]1.CC([O-])=O.[K+]. The catalyst is CS(C)=O. The product is [CH3:9][C:7]1[CH:6]=[CH:5][C:3]([NH2:4])=[C:2]([B:10]2[O:14][C:13]([CH3:16])([CH3:15])[C:12]([CH3:18])([CH3:17])[O:11]2)[CH:8]=1. The yield is 0.940.